From a dataset of Drug-target binding data from BindingDB using IC50 measurements. Regression. Given a target protein amino acid sequence and a drug SMILES string, predict the binding affinity score between them. We predict pIC50 (pIC50 = -log10(IC50 in M); higher means more potent). Dataset: bindingdb_ic50. (1) The small molecule is Cc1ccc(-c2cc(NC(=O)[C@@H]3CCCN3C(=O)OC(C)(C)C)nc(-c3ccccc3)c2)cc1. The target protein sequence is LNWCVVMLILSNARLFLENLIKYGILVDPIQVVSLFLKDPYSWPAPCLVIAANVFAVAAFQVEKRLAVGALTEQAGLLLHVANLATILCFPAAVVLLVESITPVGSLLALMAHTILFLKLFSYRDVNSWCRRARAKAASAGKKASSAAAPHTVSYPDNLTYRDLYYFLFAPTLCYELNFPRSPRIRKRFLLRRILEMLFFTQLQVGLIQQWMVPTIQNSMKPFKDMDYSRIIERLLKLAVPNHLIWLIFFYWLFHSCLNAVAELMQFGDREFYRDWWNSESVTYFWQNWNIPVHKWCIRHFYKPMLRRGSSKWMARTGVFLASAFFHEYLVSVPLRMFRLWAFTGMMAQIPLAWFVGRFFQGNYGNAAVWLSLIIGQPIAVLMYVHDYYVLNYEAPAAEA. The pIC50 is 6.6. (2) The compound is COC(=O)c1c(C(=O)OC)n(CCCN)c2ccc(C)cc12. The target is TRQARRNRRRRWRERQR. The pIC50 is 4.1. (3) The small molecule is CS(=O)(=O)/C(C#N)=C/c1cccn1S(=O)(=O)c1ccc([N+](=O)[O-])cc1. The target protein (Q8BVQ5) has sequence MSALEKSMHLGRLPSRPPLPGSGGSQSGAKMRMGPGRKRDFTPVPWSQYFESMEDVEVENETGKDTFRVYKSGSEGPVLLLLHGGGHSALSWAVFTAAIISRVQCRIVALDLRGHGETKVKNSEDLSAETMAKDVGNVVEAMYGDLPPPVMLIGHSMGGAIAVHTAAANLVPSLLGLCMIDVVEGTAMDALNSMQNFLRGRPKTFKSLENAIEWSVKSGQIRNLESARVSMVGQVKQCEGITSPEGSKSIVEGIIEEEEEDEEGSESVNKRKKEDDMETKKDHPYTWRIELAKTEKYWDGWFRGLSNLFLSCPIPKLLLLAGVDRLDKDLTIGQMQGKFQMQVLPQCGHAVHEDAPDKVAEAVATFLIRHRFAEPIGGFQCVFPGC. The pIC50 is 5.5. (4) The compound is O=C(OC[C@H]1O[C@@H](OC(=O)c2cc(O)c(O)c(O)c2)[C@H](OC(=O)c2cc(O)c(O)c(O)c2)[C@@H](OC(=O)c2cc(O)c(O)c(O)c2)[C@@H]1OC(=O)c1cc(O)c(O)c(O)c1)c1cc(O)c(O)c(O)c1. The target protein sequence is MNPNQKIITIGSVSLTIATVCFLMQIAILATTVTLHFKQHECDSPASNQVMPCEPIIIERNITEIVYLNNTTIEKEICPKVVEYRNWSKPQCQITGFAPFSKDNSIRLSAGGDIWVTREPYVSCDPGKCYQFALGQGTTLDNKHSNDTVHDRIPHRTLLMNELGVPFHLGTRQVCIAWSSSSCHDGKAWLHVCITGDDKNATASFIYDGRLVDSIGSWSQNILRTQESECVCINGTCTVVMTDGSASGRADTRILFIEEGKIVHISPLSGSAQHIEECSCYPRYPGVRCICRDNWKGSNRPVVDINMEDYSIDSSYVCSGLVGDTPRNDDSSSNSNCRNPNNERGTQGVKGWAFDNGNDLWMGRTISKESRSGYETFKVIGGWSTPNSKSQVNRQVIVDNNNWSGYSGIFSVEGKSCINRCFYVELIRGRPQETRVWWTSNSIVVFCGTSGTYGTGSWPDGANINFMPI. The pIC50 is 4.9.